From a dataset of Forward reaction prediction with 1.9M reactions from USPTO patents (1976-2016). Predict the product of the given reaction. (1) Given the reactants [Br:1][CH2:2][CH2:3][CH2:4][O:5][C:6]1[CH:11]=[CH:10][CH:9]=[C:8]([CH2:12][CH3:13])[CH:7]=1.C1C(=O)N([Br:21])C(=O)C1.O, predict the reaction product. The product is: [Br:1][CH2:2][CH2:3][CH2:4][O:5][C:6]1[CH:11]=[CH:10][C:9]([Br:21])=[C:8]([CH2:12][CH3:13])[CH:7]=1. (2) Given the reactants [Cl:1][C:2]1[CH:3]=[C:4]2[C:9](=[CH:10][CH:11]=1)[NH:8][C:7](=[O:12])[N:6]([CH2:13][C:14]([F:17])([F:16])[F:15])[C:5]2([C:19]1[CH:24]=[CH:23][C:22]([F:25])=[CH:21][CH:20]=1)O.[CH2:26](N(CC)CC)[CH3:27].S(Cl)(Cl)=O.C([Mg]Br)C.C1COCC1.C(O)(=O)CC(CC(O)=O)(C(O)=O)O, predict the reaction product. The product is: [Cl:1][C:2]1[CH:3]=[C:4]2[C:9](=[CH:10][CH:11]=1)[NH:8][C:7](=[O:12])[N:6]([CH2:13][C:14]([F:17])([F:16])[F:15])[C:5]2([CH2:26][CH3:27])[C:19]1[CH:24]=[CH:23][C:22]([F:25])=[CH:21][CH:20]=1. (3) Given the reactants [Cl:1][C:2]1[CH:7]=[CH:6][C:5]([CH:8]([C:20]2[CH:25]=[CH:24][CH:23]=[C:22]([C:26]([N:28]3[CH2:33][CH2:32][O:31][CH2:30][CH2:29]3)=[O:27])[CH:21]=2)[CH2:9][C:10]([C:12]2[CH:13]=[CH:14][C:15](=[O:19])[N:16]([CH3:18])[CH:17]=2)=O)=[C:4]([F:34])[CH:3]=1.Cl.[NH2:36][OH:37].C(=O)([O-])O.[Na+], predict the reaction product. The product is: [Cl:1][C:2]1[CH:7]=[CH:6][C:5]([CH:8]([C:20]2[CH:25]=[CH:24][CH:23]=[C:22]([C:26]([N:28]3[CH2:29][CH2:30][O:31][CH2:32][CH2:33]3)=[O:27])[CH:21]=2)[CH2:9]/[C:10](/[C:12]2[CH:13]=[CH:14][C:15](=[O:19])[N:16]([CH3:18])[CH:17]=2)=[N:36]\[OH:37])=[C:4]([F:34])[CH:3]=1. (4) Given the reactants [O:1]=[C:2]1[N:6]([CH2:7][C:8]([O:10][C:11]([CH3:14])([CH3:13])[CH3:12])=[O:9])[C:5]2[CH:15]=[CH:16][CH:17]=[CH:18][C:4]=2[NH:3]1.Br[C:20]1[S:21][CH:22]=[C:23]([Br:25])[N:24]=1, predict the reaction product. The product is: [Br:25][C:23]1[N:24]=[C:20]([N:3]2[C:4]3[CH:18]=[CH:17][CH:16]=[CH:15][C:5]=3[N:6]([CH2:7][C:8]([O:10][C:11]([CH3:14])([CH3:13])[CH3:12])=[O:9])[C:2]2=[O:1])[S:21][CH:22]=1. (5) Given the reactants C(OC([N:8]1[CH2:13][CH2:12][CH:11]([CH:14]([O:17][C:18]2[C:19]3[NH:26][C:25]([C:27]4[C:31]([NH2:32])=[N:30][O:29][N:28]=4)=[N:24][C:20]=3[CH:21]=[N:22][CH:23]=2)CC)[CH2:10][CH2:9]1)=O)(C)(C)C.ClCCl.F[C:37](F)(F)[C:38](O)=O, predict the reaction product. The product is: [CH2:37]([N:26]1[C:19]2[C:18]([O:17][CH2:14][CH:11]3[CH2:12][CH2:13][NH:8][CH2:9][CH2:10]3)=[CH:23][N:22]=[CH:21][C:20]=2[N:24]=[C:25]1[C:27]1[C:31]([NH2:32])=[N:30][O:29][N:28]=1)[CH3:38]. (6) Given the reactants [F:1][C:2]1[CH:7]=[CH:6][CH:5]=[C:4]([F:8])[C:3]=1[N:9]1[C:14]2[N:15]=[C:16]([NH:27][CH2:28][CH2:29][NH2:30])[N:17]=[C:18]([C:19]3[CH:24]=[CH:23][C:22]([F:25])=[CH:21][C:20]=3[CH3:26])[C:13]=2[CH:12]=[CH:11][C:10]1=[O:31].[CH2:32]([N:34]=[C:35]=[O:36])[CH3:33], predict the reaction product. The product is: [F:1][C:2]1[CH:7]=[CH:6][CH:5]=[C:4]([F:8])[C:3]=1[N:9]1[C:14]2[N:15]=[C:16]([NH:27][CH2:28][CH2:29][NH:30][C:35]([NH:34][CH2:32][CH3:33])=[O:36])[N:17]=[C:18]([C:19]3[CH:24]=[CH:23][C:22]([F:25])=[CH:21][C:20]=3[CH3:26])[C:13]=2[CH:12]=[CH:11][C:10]1=[O:31]. (7) The product is: [CH2:1]([O:3][C:4]1[CH:9]=[C:8]([O:10][C:11]2[CH:16]=[CH:15][C:14]([C:17]([F:18])([F:19])[F:20])=[CH:13][N:12]=2)[CH:7]=[CH:6][C:5]=1[CH2:21][CH2:22][CH2:23][OH:24])[CH3:2]. Given the reactants [CH2:1]([O:3][C:4]1[CH:9]=[C:8]([O:10][C:11]2[CH:16]=[CH:15][C:14]([C:17]([F:20])([F:19])[F:18])=[CH:13][N:12]=2)[CH:7]=[CH:6][C:5]=1[CH2:21][CH2:22][C:23](OC)=[O:24])[CH3:2].[H-].[Al+3].[Li+].[H-].[H-].[H-].O.O.O.O.O.O.O.O.O.O.S([O-])([O-])(=O)=O.[Na+].[Na+], predict the reaction product.